The task is: Predict the product of the given reaction.. This data is from Forward reaction prediction with 1.9M reactions from USPTO patents (1976-2016). (1) Given the reactants [CH3:1][O:2][C:3]1[CH:4]=[C:5]([NH:11][C:12]2[N:17]=[C:16]([N:18]3[C:22]([CH3:23])=[CH:21][C:20]([C:24]([F:27])([F:26])[F:25])=[N:19]3)[C:15]([C:28]3[CH:29]=[C:30]([C:36](O)=[O:37])[C:31]([S:34][CH3:35])=[N:32][CH:33]=3)=[CH:14][N:13]=2)[CH:6]=[C:7]([O:9][CH3:10])[CH:8]=1.[I-].ClC1C=CC=C[N+]=1C.[CH3:48][S:49]([NH2:52])(=[O:51])=[O:50].CCCCCC, predict the reaction product. The product is: [CH3:1][O:2][C:3]1[CH:4]=[C:5]([NH:11][C:12]2[N:17]=[C:16]([N:18]3[C:22]([CH3:23])=[CH:21][C:20]([C:24]([F:27])([F:25])[F:26])=[N:19]3)[C:15]([C:28]3[CH:29]=[C:30]([C:36]([NH:52][S:49]([CH3:48])(=[O:51])=[O:50])=[O:37])[C:31]([S:34][CH3:35])=[N:32][CH:33]=3)=[CH:14][N:13]=2)[CH:6]=[C:7]([O:9][CH3:10])[CH:8]=1. (2) Given the reactants Br[CH2:2][C:3]1[CH:8]=[CH:7][C:6]([C:9]2[C:13]([NH:14][C:15](=[O:26])[O:16][CH:17]([C:19]3[CH:24]=[CH:23][CH:22]=[CH:21][C:20]=3[Cl:25])[CH3:18])=[CH:12][O:11][N:10]=2)=[CH:5][CH:4]=1.C(N(CC)CC)C.[SH:34][CH2:35][CH2:36][C:37]([O:39][CH3:40])=[O:38].O, predict the reaction product. The product is: [Cl:25][C:20]1[CH:21]=[CH:22][CH:23]=[CH:24][C:19]=1[CH:17]([O:16][C:15]([NH:14][C:13]1[C:9]([C:6]2[CH:7]=[CH:8][C:3]([CH2:2][S:34][CH2:35][CH2:36][C:37]([O:39][CH3:40])=[O:38])=[CH:4][CH:5]=2)=[N:10][O:11][CH:12]=1)=[O:26])[CH3:18]. (3) Given the reactants [CH3:1][Mg]Cl.[Br:4][C:5]1[CH:6]=[CH:7][C:8]([C:11](=[O:13])[CH3:12])=[N:9][CH:10]=1, predict the reaction product. The product is: [Br:4][C:5]1[CH:6]=[CH:7][C:8]([C:11]([OH:13])([CH3:1])[CH3:12])=[N:9][CH:10]=1. (4) Given the reactants [Br:1][C:2]1[CH:3]=[C:4]([NH:8][C:9]2[C:18]3[C:13](=[CH:14][N:15]=[C:16](F)[CH:17]=3)[N:12]=[CH:11][C:10]=2[C:20]#[N:21])[CH:5]=[CH:6][CH:7]=1.[CH3:22][O:23][C:24]1[CH:31]=[CH:30][C:27]([CH2:28][NH2:29])=[CH:26][CH:25]=1.CO.C(Cl)(Cl)Cl, predict the reaction product. The product is: [Br:1][C:2]1[CH:3]=[C:4]([NH:8][C:9]2[C:18]3[C:13](=[CH:14][N:15]=[C:16]([NH:29][CH2:28][C:27]4[CH:30]=[CH:31][C:24]([O:23][CH3:22])=[CH:25][CH:26]=4)[CH:17]=3)[N:12]=[CH:11][C:10]=2[C:20]#[N:21])[CH:5]=[CH:6][CH:7]=1.